Dataset: Catalyst prediction with 721,799 reactions and 888 catalyst types from USPTO. Task: Predict which catalyst facilitates the given reaction. Reactant: [F:1][C:2]1[CH:7]=[CH:6][CH:5]=[C:4]([F:8])[CH:3]=1.[Li]CCCC.[I:14]I. Product: [F:1][C:2]1[CH:7]=[CH:6][CH:5]=[C:4]([F:8])[C:3]=1[I:14]. The catalyst class is: 1.